Dataset: Forward reaction prediction with 1.9M reactions from USPTO patents (1976-2016). Task: Predict the product of the given reaction. (1) Given the reactants [Si]([O:8][C:9]1[CH:14]=[CH:13][C:12]([N:15]([C:54]2[CH:59]=[CH:58][CH:57]=[CH:56][CH:55]=2)[C:16]([C:18]2[CH:22]=[C:21]([C:23]3[CH:28]=[C:27]([Cl:29])[CH:26]=[CH:25][C:24]=3[C:30]([N:32]3[C@H:41]([CH2:42][O:43][CH2:44][CH2:45][N:46]4[CH2:51][CH2:50][O:49][CH2:48][CH2:47]4)[CH2:40][C:39]4[C:34](=[CH:35][CH:36]=[CH:37][CH:38]=4)[CH2:33]3)=[O:31])[N:20]([CH3:52])[C:19]=2[CH3:53])=[O:17])=[CH:11][CH:10]=1)(C(C)(C)C)(C)C.[OH-].[K+].C(=O)(O)[O-].[Na+], predict the reaction product. The product is: [ClH:29].[Cl:29][C:27]1[CH:26]=[CH:25][C:24]([C:30]([N:32]2[C@H:41]([CH2:42][O:43][CH2:44][CH2:45][N:46]3[CH2:51][CH2:50][O:49][CH2:48][CH2:47]3)[CH2:40][C:39]3[C:34](=[CH:35][CH:36]=[CH:37][CH:38]=3)[CH2:33]2)=[O:31])=[C:23]([C:21]2[N:20]([CH3:52])[C:19]([CH3:53])=[C:18]([C:16]([N:15]([C:12]3[CH:11]=[CH:10][C:9]([OH:8])=[CH:14][CH:13]=3)[C:54]3[CH:55]=[CH:56][CH:57]=[CH:58][CH:59]=3)=[O:17])[CH:22]=2)[CH:28]=1. (2) Given the reactants [OH:1][CH2:2][CH2:3][NH:4][C:5]([C:7]1[C:8]2[S:16][CH:15]=[C:14]([CH2:17][O:18][C:19]3[CH:24]=[C:23]([C:25]4[N:26]=[N:27][N:28]([CH2:30][C:31]5[CH:36]=[CH:35][C:34]([Cl:37])=[CH:33][CH:32]=5)[CH:29]=4)[CH:22]=[CH:21][C:20]=3[CH3:38])[C:9]=2[C:10]([NH2:13])=[N:11][CH:12]=1)=[O:6].O.[C:40]1([CH3:50])[CH:45]=[CH:44][C:43]([S:46]([OH:49])(=[O:48])=[O:47])=[CH:42][CH:41]=1, predict the reaction product. The product is: [C:40]1([CH3:50])[CH:41]=[CH:42][C:43]([S:46]([OH:49])(=[O:47])=[O:48])=[CH:44][CH:45]=1.[OH:1][CH2:2][CH2:3][NH:4][C:5]([C:7]1[C:8]2[S:16][CH:15]=[C:14]([CH2:17][O:18][C:19]3[CH:24]=[C:23]([C:25]4[N:26]=[N:27][N:28]([CH2:30][C:31]5[CH:32]=[CH:33][C:34]([Cl:37])=[CH:35][CH:36]=5)[CH:29]=4)[CH:22]=[CH:21][C:20]=3[CH3:38])[C:9]=2[C:10]([NH2:13])=[N:11][CH:12]=1)=[O:6]. (3) The product is: [Cl:39][C:36]1[CH:35]=[CH:34][C:33]([N:30]2[CH2:29][CH2:28][N:27]([C:25](=[O:26])[CH2:24][N:5]3[C:6]([C:7]4[CH:12]=[CH:11][CH:10]=[CH:9][CH:8]=4)=[C:2]([Cl:1])[C:3]([C:13]([F:14])([F:16])[F:15])=[N:4]3)[CH2:32][CH2:31]2)=[CH:38][CH:37]=1. Given the reactants [Cl:1][C:2]1[C:3]([C:13]([F:16])([F:15])[F:14])=[N:4][NH:5][C:6]=1[C:7]1[CH:12]=[CH:11][CH:10]=[CH:9][CH:8]=1.C([O-])([O-])=O.[K+].[K+].Cl[CH2:24][C:25]([N:27]1[CH2:32][CH2:31][N:30]([C:33]2[CH:38]=[CH:37][C:36]([Cl:39])=[CH:35][CH:34]=2)[CH2:29][CH2:28]1)=[O:26].CN(C=O)C, predict the reaction product. (4) Given the reactants [F:1][C:2]1[C:24]([F:25])=[CH:23][CH:22]=[CH:21][C:3]=1[CH2:4][N:5]1[C:9]2=[N:10][C:11]([CH3:20])=[C:12]([C:15]([O:17][CH2:18][CH3:19])=[O:16])[C:13](O)=[C:8]2[CH:7]=[CH:6]1.N1C=CC=CC=1.S(OS(C(F)(F)F)(=O)=O)(C(F)(F)F)(=O)=O.[I-:47].[Na+].Cl.[O-]S([O-])(=S)=O.[Na+].[Na+].O, predict the reaction product. The product is: [F:1][C:2]1[C:24]([F:25])=[CH:23][CH:22]=[CH:21][C:3]=1[CH2:4][N:5]1[C:9]2=[N:10][C:11]([CH3:20])=[C:12]([C:15]([O:17][CH2:18][CH3:19])=[O:16])[C:13]([I:47])=[C:8]2[CH:7]=[CH:6]1.